This data is from Reaction yield outcomes from USPTO patents with 853,638 reactions. The task is: Predict the reaction yield, written as a fraction of the theoretical maximum amount of product (1.0 means a 100% yield; for example, 0.34 means a 34% yield). (1) The reactants are F[P-](F)(F)(F)(F)F.N1(O[P+](N(C)C)(N(C)C)N(C)C)C2C=CC=CC=2N=N1.N12CCCN=C1CCCCC2.O[C:40]1[CH:45]=[CH:44][N:43]=[C:42]([C:46]2[N:50]3[CH:51]=[C:52]([C:55]#[N:56])[CH:53]=[CH:54][C:49]3=[N:48][CH:47]=2)[N:41]=1.[NH2:57][C@@H:58]1[CH2:63][CH2:62][CH2:61][N:60]([C:64]([O:66][C:67]([CH3:70])([CH3:69])[CH3:68])=[O:65])[CH2:59]1. The catalyst is CN(C=O)C.C(OCC)(=O)C.O. The product is [C:67]([O:66][C:64]([N:60]1[CH2:61][CH2:62][CH2:63][C@@H:58]([NH:57][C:40]2[CH:45]=[CH:44][N:43]=[C:42]([C:46]3[N:50]4[CH:51]=[C:52]([C:55]#[N:56])[CH:53]=[CH:54][C:49]4=[N:48][CH:47]=3)[N:41]=2)[CH2:59]1)=[O:65])([CH3:70])([CH3:68])[CH3:69]. The yield is 0.700. (2) The reactants are [F:1][C:2]1[CH:3]=[CH:4][C:5]([O:20]C)=[C:6]([C:8]2[CH:13]=[CH:12][CH:11]=[CH:10][C:9]=2[C:14]2[CH:19]=[CH:18][CH:17]=[CH:16][CH:15]=2)[CH:7]=1.B(Br)(Br)Br. The catalyst is C(Cl)Cl. The product is [F:1][C:2]1[CH:7]=[C:6]([C:8]2[CH:13]=[CH:12][CH:11]=[CH:10][C:9]=2[C:14]2[CH:15]=[CH:16][CH:17]=[CH:18][CH:19]=2)[C:5]([OH:20])=[CH:4][CH:3]=1. The yield is 0.980. (3) The reactants are [CH2:1]1[C:4]2([O:9][CH2:8][CH:7]([CH2:10][O:11][C:12]3[C:17]([CH3:18])=[CH:16][N+:15]([O-])=[C:14]([CH3:20])[C:13]=3[CH3:21])[CH2:6][O:5]2)[CH2:3][CH2:2]1.C(OC(=O)C)(=[O:24])C.[OH-].[Na+]. The catalyst is CO. The product is [CH2:1]1[C:4]2([O:9][CH2:8][CH:7]([CH2:10][O:11][C:12]3[C:17]([CH3:18])=[CH:16][N:15]=[C:14]([CH2:20][OH:24])[C:13]=3[CH3:21])[CH2:6][O:5]2)[CH2:3][CH2:2]1. The yield is 0.857. (4) The reactants are [CH3:1][O:2][C:3]1[CH:12]=[C:11]([O:13][CH3:14])[CH:10]=[C:9]2[C:4]=1[C:5](=[O:31])[NH:6][C:7]([C:15]1[CH:20]=[CH:19][C:18]([N:21]3[CH2:25][CH2:24][CH:23]([N:26](C)[C:27](=O)C)[CH2:22]3)=[CH:17][CH:16]=1)=[N:8]2. The catalyst is Cl. The product is [CH3:1][O:2][C:3]1[CH:12]=[C:11]([O:13][CH3:14])[CH:10]=[C:9]2[C:4]=1[C:5](=[O:31])[NH:6][C:7]([C:15]1[CH:20]=[CH:19][C:18]([N:21]3[CH2:25][CH2:24][CH:23]([NH:26][CH3:27])[CH2:22]3)=[CH:17][CH:16]=1)=[N:8]2. The yield is 0.470. (5) The reactants are C(Cl)(=O)C(Cl)=O.CS(C)=O.[CH2:11]([O:18][C:19](=[O:24])[NH:20][CH2:21][CH2:22][OH:23])[C:12]1[CH:17]=[CH:16][CH:15]=[CH:14][CH:13]=1.C(N(CC)CC)C. The catalyst is ClCCl. The product is [CH2:11]([O:18][C:19](=[O:24])[NH:20][CH2:21][CH:22]=[O:23])[C:12]1[CH:17]=[CH:16][CH:15]=[CH:14][CH:13]=1. The yield is 0.480.